Dataset: Catalyst prediction with 721,799 reactions and 888 catalyst types from USPTO. Task: Predict which catalyst facilitates the given reaction. (1) Reactant: [CH2:1]([C:3]1[N:7]([CH2:8][CH2:9][CH2:10][CH3:11])[N:6]=[C:5]([C:12]#[N:13])[C:4]=1[C:14]1[CH:19]=[CH:18][CH:17]=[CH:16][C:15]=1[NH:20]C(=O)C(C)(C)C)[CH3:2].[O-]CC.[Na+]. Product: [CH2:1]([C:3]1[N:7]([CH2:8][CH2:9][CH2:10][CH3:11])[N:6]=[C:5]2[C:4]=1[C:14]1[CH:19]=[CH:18][CH:17]=[CH:16][C:15]=1[N:20]=[C:12]2[NH2:13])[CH3:2]. The catalyst class is: 8. (2) Reactant: [C:1]1([C:7](=O)[CH2:8][CH2:9][CH2:10][C:11]2[CH:16]=[CH:15][N:14]=[CH:13][CH:12]=2)[CH:6]=[CH:5][CH:4]=[CH:3][CH:2]=1.Cl.[NH2:19][OH:20].C([O-])(=O)C.[Na+].O. Product: [C:1]1([C:7](=[N:19][OH:20])[CH2:8][CH2:9][CH2:10][C:11]2[CH:16]=[CH:15][N:14]=[CH:13][CH:12]=2)[CH:6]=[CH:5][CH:4]=[CH:3][CH:2]=1. The catalyst class is: 14. (3) Reactant: [C:1]([O:5][CH2:6][CH2:7][OH:8])([CH3:4])([CH3:3])[CH3:2].N(C(OC(C)C)=O)=NC(OC(C)C)=O.O[N:24]1[C:32](=[O:33])[C:31]2[C:26](=[CH:27][CH:28]=[CH:29][CH:30]=2)[C:25]1=[O:34]. Product: [C:1]([O:5][CH2:6][CH2:7][O:8][N:24]1[C:32](=[O:33])[C:31]2[C:26](=[CH:27][CH:28]=[CH:29][CH:30]=2)[C:25]1=[O:34])([CH3:4])([CH3:3])[CH3:2]. The catalyst class is: 1. (4) Reactant: [F:1][C:2]1[CH:9]=[C:8]([CH2:10]O)[C:7]([F:12])=[CH:6][C:3]=1[C:4]#[N:5].P(Br)(Br)[Br:14]. The catalyst class is: 2. Product: [F:1][C:2]1[CH:9]=[C:8]([CH2:10][Br:14])[C:7]([F:12])=[CH:6][C:3]=1[C:4]#[N:5]. (5) Reactant: N#N.[CH2:3]([O:5][C:6]([C:8]1[N:9]=[C:10]([C:13](=[O:15])[CH3:14])[O:11][CH:12]=1)=[O:7])[CH3:4].COC([O:21][CH3:22])OC.[C:23]([O-])([O-])=O.[Na+].[Na+]. Product: [CH2:3]([O:5][C:6]([C:8]1[N:9]=[C:10]([C:13]2([CH3:14])[O:21][CH2:22][CH2:23][O:15]2)[O:11][CH:12]=1)=[O:7])[CH3:4]. The catalyst class is: 196. (6) Reactant: [Si:1]([O:8][C@H:9]([CH2:32][CH2:33][CH2:34][CH2:35][CH2:36][CH3:37])[CH2:10]/[CH:11]=[CH:12]\[CH2:13][CH2:14][CH2:15][CH2:16][CH2:17][CH2:18][CH2:19][C:20](=[O:31])[CH2:21][CH2:22][CH2:23][CH2:24][CH2:25][CH2:26][CH2:27][CH2:28][CH2:29][CH3:30])([C:4]([CH3:7])([CH3:6])[CH3:5])([CH3:3])[CH3:2].[BH4-].[Na+]. Product: [Si:1]([O:8][C@H:9]([CH2:32][CH2:33][CH2:34][CH2:35][CH2:36][CH3:37])[CH2:10]/[CH:11]=[CH:12]\[CH2:13][CH2:14][CH2:15][CH2:16][CH2:17][CH2:18][CH2:19][CH:20]([OH:31])[CH2:21][CH2:22][CH2:23][CH2:24][CH2:25][CH2:26][CH2:27][CH2:28][CH2:29][CH3:30])([C:4]([CH3:7])([CH3:6])[CH3:5])([CH3:3])[CH3:2]. The catalyst class is: 111. (7) Reactant: [CH:1]1[C:14]2[C:5](=[CH:6][C:7]3[C:12]([CH:13]=2)=[CH:11][CH:10]=[CH:9][CH:8]=3)[CH:4]=[CH:3][CH:2]=1.[C:15](O)([CH3:18])([CH3:17])[CH3:16].O. Product: [C:15]([C:2]1[CH:3]=[CH:4][C:5]2[C:14](=[CH:13][C:12]3[C:7]([CH:6]=2)=[CH:8][C:9]([C:5]([CH3:14])([CH3:6])[CH3:4])=[CH:10][CH:11]=3)[CH:1]=1)([CH3:18])([CH3:17])[CH3:16]. The catalyst class is: 55. (8) Reactant: [H-].[Na+].[OH:3][N:4]=[C:5]([CH:11]([CH3:13])[CH3:12])[C:6]([O:8][CH2:9][CH3:10])=[O:7].Cl[CH2:15][C:16]1[CH:35]=[CH:34][C:19]([O:20][CH2:21][C:22]2[N:23]=[C:24]([C:28]3[CH:33]=[CH:32][CH:31]=[CH:30][CH:29]=3)[O:25][C:26]=2[CH3:27])=[CH:18][CH:17]=1.Cl.C(=O)(O)[O-].[Na+]. Product: [CH3:13][CH:11]([CH3:12])/[C:5](=[N:4]/[O:3][CH2:15][C:16]1[CH:17]=[CH:18][C:19]([O:20][CH2:21][C:22]2[N:23]=[C:24]([C:28]3[CH:33]=[CH:32][CH:31]=[CH:30][CH:29]=3)[O:25][C:26]=2[CH3:27])=[CH:34][CH:35]=1)/[C:6]([O:8][CH2:9][CH3:10])=[O:7]. The catalyst class is: 9.